This data is from Experimentally validated miRNA-target interactions with 360,000+ pairs, plus equal number of negative samples. The task is: Binary Classification. Given a miRNA mature sequence and a target amino acid sequence, predict their likelihood of interaction. (1) The miRNA is dme-miR-34-5p with sequence UGGCAGUGUGGUUAGCUGGUUGUG. The protein sequence of the target gene is MRLGAAWALLLAAALGLGTRGVRAAVALADFYPFGTKRGDTVTPKQDDGGSGLQPLSVPFPFFGAEHSGLYVNNNGIISFLKEVSQFTPVAFPIAKDRCVVAAFWADVDNRRAGDVYYREATDPAMLNRATEDIRRYFPELPDFSATWVFVATWYRVTFFGGSSSSPVNTFQTVLITDGRFSFTIFNYESILWTTGTHASSGGDTDGLGGIAAQAGFNAGDGHRYFNIPGSRTADMAEVETTTNVGVPGRWAFRIDDAQVRVGGCGHTTSVCLVLRPCLNGGKCIDDCVTGNPSYTCSCL.... Result: 0 (no interaction). (2) The miRNA is mmu-miR-495-3p with sequence AAACAAACAUGGUGCACUUCUU. The protein sequence of the target gene is MDKDSQGLLDSSLMASGTASRSEDEESLAGQKRASSQALGTIPKRRSSSRFIKRKKFDDELVESSLAKSSTRAKGASGVEPGRCSGSEPSSSEKKKVSKAPSTPVPPSPAPAPGLTKRVKKSKQPLQVTKDLGRWKPADDLLLINAVLQTNDLTSVHLGVKFSCRFTLREVQERWYALLYDPVISKLACQAMRQLHPEAIAAIQSKALFSKAEEQLLSKVGSTSQPTLETFQDLLHRHPDAFYLARTAKALQAHWQLMKQYYLLEDQTVQPLPKGDQVLNFSDAEDLIDDSKLKDMRDEV.... Result: 0 (no interaction). (3) The miRNA is mmu-miR-34b-5p with sequence AGGCAGUGUAAUUAGCUGAUUGU. The protein sequence of the target gene is MPVLSTPRPSRVTTLKRTAVVLALTAYGVHKIYPLVRQCLTPARGPQVPAGEPTQEASGATATKAGMNRVFLQRLLALLRLLFPRVLCRETGLLALHSAALVSRTFLSVYVARLDGRLARCIVRKDPRAFSWQLLQWLLIALPATFINSAIRYLEGQLALSFRSRLVAHAYGLYFSQQTYYRVSNMDGRLRNPDQSLTEDVVAFAASVAHLYSNLTKPLLDVAVTSYTLLRAARSRGAGTAWPSAIAGLVVFLTANVLRAFSPKFGELVAEEARRKGELRYMHSRVVANSEEIAFYGGHE.... Result: 1 (interaction).